Dataset: Forward reaction prediction with 1.9M reactions from USPTO patents (1976-2016). Task: Predict the product of the given reaction. Given the reactants [N:1]12[CH2:8][CH2:7][CH:4]([CH2:5][CH2:6]1)[C@@H:3]([O:9][C:10]([NH:12][C:13]1[CH:18]=[C:17]([CH2:19][CH2:20][CH2:21][C:22](O)=[O:23])[CH:16]=[CH:15][C:14]=1[C:25]1[CH:30]=[CH:29][CH:28]=[CH:27][CH:26]=1)=[O:11])[CH2:2]2.C(Cl)(=O)C(Cl)=O.[NH2:37][C:38]1[CH:45]=[CH:44][C:41]([CH:42]=[O:43])=[CH:40][CH:39]=1.C(N(CC)CC)C, predict the reaction product. The product is: [N:1]12[CH2:6][CH2:5][CH:4]([CH2:7][CH2:8]1)[C@@H:3]([O:9][C:10](=[O:11])[NH:12][C:13]1[CH:18]=[C:17]([CH2:19][CH2:20][CH2:21][C:22]([NH:37][C:38]3[CH:45]=[CH:44][C:41]([CH:42]=[O:43])=[CH:40][CH:39]=3)=[O:23])[CH:16]=[CH:15][C:14]=1[C:25]1[CH:26]=[CH:27][CH:28]=[CH:29][CH:30]=1)[CH2:2]2.